Dataset: Catalyst prediction with 721,799 reactions and 888 catalyst types from USPTO. Task: Predict which catalyst facilitates the given reaction. (1) Reactant: [C:1]([N:4]1[CH2:9][CH2:8][CH:7]([O:10][C:11]2[CH:16]=[CH:15][C:14]([C:17]3[CH:22]=[CH:21][N:20]=[C:19]([NH:23][C:24]4[CH:25]=[C:26]([NH:32]C(=O)OC(C)(C)C)[CH:27]=[C:28]([O:30][CH3:31])[CH:29]=4)[N:18]=3)=[CH:13][C:12]=2[C:40]#[N:41])[CH2:6][CH2:5]1)(=[O:3])[CH3:2].C(O)(C(F)(F)F)=O. Product: [C:1]([N:4]1[CH2:5][CH2:6][CH:7]([O:10][C:11]2[CH:16]=[CH:15][C:14]([C:17]3[CH:22]=[CH:21][N:20]=[C:19]([NH:23][C:24]4[CH:29]=[C:28]([O:30][CH3:31])[CH:27]=[C:26]([NH2:32])[CH:25]=4)[N:18]=3)=[CH:13][C:12]=2[C:40]#[N:41])[CH2:8][CH2:9]1)(=[O:3])[CH3:2]. The catalyst class is: 2. (2) Reactant: [CH3:1][C:2]1[CH:3]=[C:4]([CH:7]=[CH:8][CH:9]=1)[CH:5]=O.[CH3:10][C:11]([CH3:13])=[O:12].[OH-].[Na+].O. Product: [CH3:1][C:2]1[CH:3]=[C:4]([CH:5]=[CH:10][C:11](=[O:12])[CH:13]=[CH:1][C:2]2[CH:9]=[CH:8][CH:7]=[C:4]([CH3:5])[CH:3]=2)[CH:7]=[CH:8][CH:9]=1. The catalyst class is: 8.